Dataset: Forward reaction prediction with 1.9M reactions from USPTO patents (1976-2016). Task: Predict the product of the given reaction. (1) Given the reactants [CH2:1]([NH:4][C:5]1[S:6][C:7]2[CH:13]=[C:12]([O:14][C:15]([F:18])([F:17])[F:16])[CH:11]=[CH:10][C:8]=2[N:9]=1)[C:2]#[CH:3].Br[CH2:20][C:21]([C:23]1[CH:28]=[CH:27][C:26]([CH3:29])=[CH:25][CH:24]=1)=[O:22], predict the reaction product. The product is: [CH2:1]([N:4]=[C:5]1[N:9]([CH2:20][C:21]([C:23]2[CH:28]=[CH:27][C:26]([CH3:29])=[CH:25][CH:24]=2)=[O:22])[C:8]2[CH:10]=[CH:11][C:12]([O:14][C:15]([F:18])([F:17])[F:16])=[CH:13][C:7]=2[S:6]1)[C:2]#[CH:3]. (2) Given the reactants Br[CH:2]([CH2:7][CH2:8][CH3:9])[C:3]([O:5][CH3:6])=[O:4].[CH2:10]([CH:17]1[CH2:22][CH2:21][NH:20][CH2:19][CH2:18]1)[C:11]1[CH:16]=[CH:15][CH:14]=[CH:13][CH:12]=1.C(=O)([O-])[O-].[K+].[K+], predict the reaction product. The product is: [CH3:6][O:5][C:3]([CH2:2][CH2:7][CH2:8][CH2:9][N:20]1[CH2:21][CH2:22][CH:17]([CH2:10][C:11]2[CH:16]=[CH:15][CH:14]=[CH:13][CH:12]=2)[CH2:18][CH2:19]1)=[O:4]. (3) The product is: [F:41][C:42]([F:49])([F:48])[CH2:43][CH2:44][C:45]([N:37]1[CH2:38][CH2:39][CH2:40][C@@H:35]([NH:34][C:32]2[CH:31]=[CH:30][N:29]=[C:28]([C:25]3[N:23]4[CH:24]=[C:19]([F:18])[CH:20]=[CH:21][C:22]4=[N:27][CH:26]=3)[N:33]=2)[CH2:36]1)=[O:46]. Given the reactants CN1CCOCC1.ON1C2C=CC=CC=2N=N1.[F:18][C:19]1[CH:20]=[CH:21][C:22]2[N:23]([C:25]([C:28]3[N:33]=[C:32]([NH:34][C@@H:35]4[CH2:40][CH2:39][CH2:38][NH:37][CH2:36]4)[CH:31]=[CH:30][N:29]=3)=[CH:26][N:27]=2)[CH:24]=1.[F:41][C:42]([F:49])([F:48])[CH2:43][CH2:44][C:45](O)=[O:46], predict the reaction product.